From a dataset of Catalyst prediction with 721,799 reactions and 888 catalyst types from USPTO. Predict which catalyst facilitates the given reaction. (1) Reactant: [C:1]([NH:9][NH2:10])(=[O:8])[C:2]1[CH:7]=[CH:6][CH:5]=[N:4][CH:3]=1.C(N([CH2:16][CH3:17])CC)C.[C:18](Cl)(=[O:22])[C:19](Cl)=[O:20].CN(C=[O:28])C. Product: [O:20]=[C:19]([NH:10][NH:9][C:1]([C:2]1[CH:3]=[N:4][CH:5]=[CH:6][CH:7]=1)=[O:8])[C:18]([O:22][CH2:16][CH3:17])=[O:28]. The catalyst class is: 4. (2) Reactant: [C:1]([C:3]1[CH:4]=[C:5]([B:9]([OH:11])[OH:10])[CH:6]=[CH:7][CH:8]=1)#[N:2].[CH2:12](O)[CH2:13][OH:14].CCCCCC. Product: [B:9]([O:11][CH2:12][CH2:13][OH:14])([OH:10])[C:5]1[CH:6]=[CH:7][CH:8]=[C:3]([C:1]#[N:2])[CH:4]=1. The catalyst class is: 1. (3) Reactant: [NH2:1][C:2]1[CH:7]=[CH:6][N:5]=[C:4]([Cl:8])[CH:3]=1.[Br:9]NC(=O)CCC(N)=O. Product: [NH2:1][C:2]1[CH:7]=[CH:6][N:5]=[C:4]([Cl:8])[C:3]=1[Br:9]. The catalyst class is: 15. (4) Reactant: C[O:2][C:3](=[O:45])[CH2:4][C:5]1[CH:10]=[CH:9][CH:8]=[C:7]([O:11][CH2:12][CH2:13][CH2:14][N:15]([CH2:31][CH:32]([C:39]2[CH:44]=[CH:43][CH:42]=[CH:41][CH:40]=2)[C:33]2[CH:38]=[CH:37][CH:36]=[CH:35][CH:34]=2)[CH2:16][C:17]2[CH:22]=[C:21]([C:23]([F:26])([F:25])[F:24])[CH:20]=[C:19]([C:27]([F:30])([F:29])[F:28])[CH:18]=2)[CH:6]=1.[OH-].[Na+]. Product: [C:39]1([CH:32]([C:33]2[CH:38]=[CH:37][CH:36]=[CH:35][CH:34]=2)[CH2:31][N:15]([CH2:16][C:17]2[CH:18]=[C:19]([C:27]([F:28])([F:29])[F:30])[CH:20]=[C:21]([C:23]([F:24])([F:25])[F:26])[CH:22]=2)[CH2:14][CH2:13][CH2:12][O:11][C:7]2[CH:6]=[C:5]([CH2:4][C:3]([OH:45])=[O:2])[CH:10]=[CH:9][CH:8]=2)[CH:44]=[CH:43][CH:42]=[CH:41][CH:40]=1. The catalyst class is: 5. (5) Reactant: [F:1][C:2]1[CH:10]=[CH:9][C:8]2[C:4](=[CH:5][N:6]([CH3:11])[N:7]=2)[C:3]=1[C@@H:12]1[CH2:14][C@H:13]1[CH2:15]O.N(C(OCC)=O)=NC(OCC)=O.C1(P(C2C=CC=CC=2)C2C=CC=CC=2)C=CC=CC=1.[C:48]1(=[O:58])[NH:52][C:51](=[O:53])[C:50]2=[CH:54][CH:55]=[CH:56][CH:57]=[C:49]12. Product: [F:1][C:2]1[CH:10]=[CH:9][C:8]2[C:4](=[CH:5][N:6]([CH3:11])[N:7]=2)[C:3]=1[C@@H:12]1[CH2:14][C@H:13]1[CH2:15][N:52]1[C:48](=[O:58])[C:49]2[C:50](=[CH:54][CH:55]=[CH:56][CH:57]=2)[C:51]1=[O:53]. The catalyst class is: 207. (6) Reactant: [Cl:1][C:2]1[CH:3]=[N+:4]([O-:27])[CH:5]=[C:6]([Cl:26])[C:7]=1[CH2:8][C@@H:9]([C:11]1[CH:16]=[CH:15][C:14]([O:17][CH:18]([F:20])[F:19])=[C:13]([O:21][CH2:22][CH:23]2[CH2:25][CH2:24]2)[CH:12]=1)[OH:10].[C:28]([O:32][C:33]([NH:35][C@@H:36]([CH2:40][C:41]1[CH:46]=[CH:45][C:44]([O:47][S:48]([CH3:51])(=[O:50])=[O:49])=[CH:43][CH:42]=1)[C:37](O)=[O:38])=[O:34])([CH3:31])([CH3:30])[CH3:29].C(Cl)CCl. Product: [C:28]([O:32][C:33]([NH:35][C@@H:36]([CH2:40][C:41]1[CH:42]=[CH:43][C:44]([O:47][S:48]([CH3:51])(=[O:50])=[O:49])=[CH:45][CH:46]=1)[C:37]([O:10][C@H:9]([C:11]1[CH:16]=[CH:15][C:14]([O:17][CH:18]([F:20])[F:19])=[C:13]([O:21][CH2:22][CH:23]2[CH2:25][CH2:24]2)[CH:12]=1)[CH2:8][C:7]1[C:6]([Cl:26])=[CH:5][N+:4]([O-:27])=[CH:3][C:2]=1[Cl:1])=[O:38])=[O:34])([CH3:30])([CH3:31])[CH3:29]. The catalyst class is: 239. (7) Reactant: [CH2:1]([O:8][C:9]([N:11]1[CH2:16][CH2:15][CH:14]([C:17]([OH:19])=O)[CH2:13][CH2:12]1)=[O:10])[C:2]1[CH:7]=[CH:6][CH:5]=[CH:4][CH:3]=1.[C:20]1([NH2:27])[CH:25]=[CH:24][CH:23]=[CH:22][C:21]=1[NH2:26].CCN(C(C)C)C(C)C.C1CN([P+](ON2N=NC3C=CC=CC2=3)(N2CCCC2)N2CCCC2)CC1.F[P-](F)(F)(F)(F)F. Product: [CH2:1]([O:8][C:9]([N:11]1[CH2:12][CH2:13][CH:14]([C:17](=[O:19])[NH:26][C:21]2[CH:22]=[CH:23][CH:24]=[CH:25][C:20]=2[NH2:27])[CH2:15][CH2:16]1)=[O:10])[C:2]1[CH:3]=[CH:4][CH:5]=[CH:6][CH:7]=1. The catalyst class is: 2. (8) Reactant: [NH2:1][CH2:2][C:3]1[C:8]([CH2:9][CH3:10])=[N:7][C:6]2[N:11]([CH2:14][CH3:15])[N:12]=[CH:13][C:5]=2[C:4]=1[NH:16][CH:17]1[CH2:22][CH2:21][O:20][CH2:19][CH2:18]1.[CH3:23]C(OC(OC(OC(C)(C)C)=O)=O)(C)C.[H-].[H-].[H-].[H-].[Li+].[Al+3]. Product: [CH2:14]([N:11]1[C:6]2[N:7]=[C:8]([CH2:9][CH3:10])[C:3]([CH2:2][NH:1][CH3:23])=[C:4]([NH:16][CH:17]3[CH2:18][CH2:19][O:20][CH2:21][CH2:22]3)[C:5]=2[CH:13]=[N:12]1)[CH3:15]. The catalyst class is: 1. (9) Reactant: [C:1]([C:5]1[CH:10]=[CH:9][CH:8]=[C:7]([C:11]([CH3:14])([CH3:13])[CH3:12])[C:6]=1[OH:15])([CH3:4])([CH3:3])[CH3:2].[N+:16]([O-])([OH:18])=[O:17].C(O)(=O)C. Product: [C:11]([C:7]1[CH:8]=[C:9]([N+:16]([O-:18])=[O:17])[CH:10]=[C:5]([C:1]([CH3:4])([CH3:3])[CH3:2])[C:6]=1[OH:15])([CH3:14])([CH3:13])[CH3:12]. The catalyst class is: 244.